Dataset: Forward reaction prediction with 1.9M reactions from USPTO patents (1976-2016). Task: Predict the product of the given reaction. (1) Given the reactants [H-].[Na+].[S:3]1[C:7]([NH:8][C:9]([CH:11]2[CH2:16][CH2:15][N:14]([C:17]([O:19][C:20]([CH3:23])([CH3:22])[CH3:21])=[O:18])[CH2:13][CH2:12]2)=[O:10])=[CH:6][CH:5]=[N:4]1.I[CH3:25], predict the reaction product. The product is: [S:3]1[C:7]([N:8]([CH3:25])[C:9]([CH:11]2[CH2:12][CH2:13][N:14]([C:17]([O:19][C:20]([CH3:23])([CH3:22])[CH3:21])=[O:18])[CH2:15][CH2:16]2)=[O:10])=[CH:6][CH:5]=[N:4]1. (2) The product is: [CH:3]([O:2][B:1]1[O:22][CH:21]([C:23]([O:25][CH2:26][CH3:27])=[O:24])[CH:19]([C:14]([O:16][CH2:17][CH3:18])=[O:15])[O:20]1)([CH3:5])[CH3:4]. Given the reactants [B:1](OC(C)C)(OC(C)C)[O:2][CH:3]([CH3:5])[CH3:4].[C:14]([CH:19]([CH:21]([C:23]([O:25][CH2:26][CH3:27])=[O:24])[OH:22])[OH:20])([O:16][CH2:17][CH3:18])=[O:15], predict the reaction product. (3) The product is: [CH3:1][N:2]1[C:6](=[CH2:8])[C:5]([C:9]2[CH:14]=[CH:13][CH:12]=[CH:11][CH:10]=2)=[CH:4][C:3]1=[O:15]. Given the reactants [CH3:1][N:2]1[C:6]([CH3:8])(O)[C:5]([C:9]2[CH:14]=[CH:13][CH:12]=[CH:11][CH:10]=2)=[CH:4][C:3]1=[O:15].O=P12OP3(OP(OP(O3)(O1)=O)(=O)O2)=O, predict the reaction product. (4) Given the reactants [N+:1]([C:4]1[CH:5]=[C:6]([CH:11]=[CH:12][C:13]=1[CH3:14])[C:7]([O:9][CH3:10])=[O:8])([O-:3])=[O:2].[Br:15]N1C(=O)CCC1=O, predict the reaction product. The product is: [Br:15][CH2:14][C:13]1[CH:12]=[CH:11][C:6]([C:7]([O:9][CH3:10])=[O:8])=[CH:5][C:4]=1[N+:1]([O-:3])=[O:2]. (5) Given the reactants Cl([O-])=O.[Na+].[OH:5]P([O-])(O)=O.[Na+].[F:11][C:12]1[CH:17]=[CH:16][C:15]([N:18]2[C:22]([CH:23]=[O:24])=[CH:21][N:20]=[C:19]2[C:25]2[C:30]([F:31])=[CH:29][CH:28]=[C:27]([F:32])[C:26]=2[F:33])=[CH:14][CH:13]=1.CC(=CC)C, predict the reaction product. The product is: [F:11][C:12]1[CH:13]=[CH:14][C:15]([N:18]2[C:22]([C:23]([OH:5])=[O:24])=[CH:21][N:20]=[C:19]2[C:25]2[C:30]([F:31])=[CH:29][CH:28]=[C:27]([F:32])[C:26]=2[F:33])=[CH:16][CH:17]=1. (6) Given the reactants C(OC([NH:8][CH2:9][C:10]([O:12][C:13]1[CH:14]=[C:15]2[C:31](=[CH:32][CH:33]=1)[C:30]1[CH2:29][CH2:28][N:27]3[C@H:18]([CH2:19][C@H:20]4[C@@H:25]([CH2:26]3)[CH2:24][C@@H:23]([O:34][C:35]([C:37]3[CH:42]=[C:41]([O:43][CH3:44])[C:40]([O:45][C:46]([O:48][CH2:49][CH3:50])=[O:47])=[C:39]([O:51][CH3:52])[CH:38]=3)=[O:36])[C@H:22]([O:53][CH3:54])[C@H:21]4[C:55]([O:57][CH3:58])=[O:56])[C:17]=1[NH:16]2)=[O:11])=O)(C)(C)C, predict the reaction product. The product is: [NH2:8][CH2:9][C:10]([O:12][C:13]1[CH:14]=[C:15]2[C:31](=[CH:32][CH:33]=1)[C:30]1[CH2:29][CH2:28][N:27]3[C@H:18]([CH2:19][C@H:20]4[C@@H:25]([CH2:26]3)[CH2:24][C@@H:23]([O:34][C:35]([C:37]3[CH:42]=[C:41]([O:43][CH3:44])[C:40]([O:45][C:46]([O:48][CH2:49][CH3:50])=[O:47])=[C:39]([O:51][CH3:52])[CH:38]=3)=[O:36])[C@H:22]([O:53][CH3:54])[C@H:21]4[C:55]([O:57][CH3:58])=[O:56])[C:17]=1[NH:16]2)=[O:11]. (7) Given the reactants [CH2:1]([N:8]1[C:12]([C:13]2[CH:18]=[CH:17][CH:16]=[CH:15][CH:14]=2)=[CH:11][C:10]([CH2:19]Br)=[N:9]1)[C:2]1[CH:7]=[CH:6][CH:5]=[CH:4][CH:3]=1.[C-:21]#[N:22].[Na+].[OH-].[NH4+], predict the reaction product. The product is: [CH2:1]([N:8]1[C:12]([C:13]2[CH:18]=[CH:17][CH:16]=[CH:15][CH:14]=2)=[CH:11][C:10]([CH2:19][C:21]#[N:22])=[N:9]1)[C:2]1[CH:7]=[CH:6][CH:5]=[CH:4][CH:3]=1. (8) Given the reactants Cl.Cl.[C:3]([C:6]1[CH:10]=[C:9]([C:11]2[CH:20]=[CH:19][C:14]([O:15][CH2:16][CH2:17][NH2:18])=[CH:13][CH:12]=2)[N:8]([C:21]2[CH:22]=[N:23][C:24]([O:27][CH3:28])=[CH:25][CH:26]=2)[N:7]=1)([CH3:5])=[CH2:4].[CH3:29][S:30](Cl)(=[O:32])=[O:31].CCN(CC)CC, predict the reaction product. The product is: [C:3]([C:6]1[CH:10]=[C:9]([C:11]2[CH:12]=[CH:13][C:14]([O:15][CH2:16][CH2:17][NH:18][S:30]([CH3:29])(=[O:32])=[O:31])=[CH:19][CH:20]=2)[N:8]([C:21]2[CH:22]=[N:23][C:24]([O:27][CH3:28])=[CH:25][CH:26]=2)[N:7]=1)([CH3:5])=[CH2:4]. (9) The product is: [N:8]1([C:6]([O:5][C:1]([CH3:4])([CH3:2])[CH3:3])=[O:7])[C@H:12]([C:13]([O:15][CH2:26][C:22]2[CH:23]=[CH:24][CH:25]=[C:20]([Cl:19])[C:21]=2[F:28])=[O:14])[CH2:11][C@H:10]2[CH2:16][CH2:17][CH2:18][C@@H:9]12. Given the reactants [C:1]([O:5][C:6]([N:8]1[C@H:12]([C:13]([OH:15])=[O:14])[CH2:11][C@H:10]2[CH2:16][CH2:17][CH2:18][C@@H:9]12)=[O:7])([CH3:4])([CH3:3])[CH3:2].[Cl:19][C:20]1[C:21]([F:28])=[C:22]([CH2:26]N)[CH:23]=[CH:24][CH:25]=1.CN(C(ON1N=NC2C=CC=NC1=2)=[N+](C)C)C.F[P-](F)(F)(F)(F)F.CCN(C(C)C)C(C)C, predict the reaction product. (10) Given the reactants Br[C:2]1[CH:7]=[CH:6][CH:5]=[CH:4][C:3]=1[NH:8][S:9]([C:12]1[CH:17]=[CH:16][C:15]([O:18][CH3:19])=[CH:14][CH:13]=1)(=[O:11])=[O:10].[C:20]([C:23]1[CH:28]=[CH:27][CH:26]=[CH:25][C:24]=1B(O)O)(=[O:22])[CH3:21].C(=O)([O-])[O-].[Na+].[Na+].[Cl-].[Na+], predict the reaction product. The product is: [C:20]([C:23]1[CH:28]=[CH:27][CH:26]=[CH:25][C:24]=1[C:2]1[CH:7]=[CH:6][CH:5]=[CH:4][C:3]=1[NH:8][S:9]([C:12]1[CH:17]=[CH:16][C:15]([O:18][CH3:19])=[CH:14][CH:13]=1)(=[O:11])=[O:10])(=[O:22])[CH3:21].